Dataset: NCI-60 drug combinations with 297,098 pairs across 59 cell lines. Task: Regression. Given two drug SMILES strings and cell line genomic features, predict the synergy score measuring deviation from expected non-interaction effect. (1) Drug 1: C1CCC(C1)C(CC#N)N2C=C(C=N2)C3=C4C=CNC4=NC=N3. Drug 2: C1CNP(=O)(OC1)N(CCCl)CCCl. Cell line: UACC-257. Synergy scores: CSS=-0.238, Synergy_ZIP=1.63, Synergy_Bliss=-0.179, Synergy_Loewe=-2.22, Synergy_HSA=-2.73. (2) Drug 1: CC(C1=C(C=CC(=C1Cl)F)Cl)OC2=C(N=CC(=C2)C3=CN(N=C3)C4CCNCC4)N. Drug 2: CS(=O)(=O)OCCCCOS(=O)(=O)C. Cell line: MDA-MB-435. Synergy scores: CSS=-4.87, Synergy_ZIP=0.907, Synergy_Bliss=-4.01, Synergy_Loewe=-36.9, Synergy_HSA=-14.0. (3) Drug 1: COCCOC1=C(C=C2C(=C1)C(=NC=N2)NC3=CC=CC(=C3)C#C)OCCOC.Cl. Cell line: MOLT-4. Drug 2: CC1C(C(CC(O1)OC2CC(CC3=C2C(=C4C(=C3O)C(=O)C5=C(C4=O)C(=CC=C5)OC)O)(C(=O)CO)O)N)O.Cl. Synergy scores: CSS=50.4, Synergy_ZIP=-0.486, Synergy_Bliss=-0.251, Synergy_Loewe=-11.8, Synergy_HSA=1.40. (4) Drug 1: CN1C2=C(C=C(C=C2)N(CCCl)CCCl)N=C1CCCC(=O)O.Cl. Drug 2: C1CCC(C(C1)N)N.C(=O)(C(=O)[O-])[O-].[Pt+4]. Cell line: IGROV1. Synergy scores: CSS=11.2, Synergy_ZIP=-2.93, Synergy_Bliss=2.21, Synergy_Loewe=-2.80, Synergy_HSA=2.11. (5) Drug 1: C1=CN(C(=O)N=C1N)C2C(C(C(O2)CO)O)O.Cl. Drug 2: CC(C)(C#N)C1=CC(=CC(=C1)CN2C=NC=N2)C(C)(C)C#N. Cell line: SNB-19. Synergy scores: CSS=26.1, Synergy_ZIP=-3.09, Synergy_Bliss=0.894, Synergy_Loewe=-2.97, Synergy_HSA=0.953. (6) Drug 1: C1=NC2=C(N1)C(=S)N=C(N2)N. Drug 2: C1C(C(OC1N2C=NC(=NC2=O)N)CO)O. Cell line: SK-MEL-2. Synergy scores: CSS=32.8, Synergy_ZIP=-7.64, Synergy_Bliss=-0.0761, Synergy_Loewe=0.446, Synergy_HSA=0.727.